Task: Predict the reactants needed to synthesize the given product.. Dataset: Full USPTO retrosynthesis dataset with 1.9M reactions from patents (1976-2016) (1) Given the product [F:1][C:2]1[CH:18]=[CH:17][C:5]([CH2:6][O:7][C:8]2[CH:13]=[CH:12][N:11]=[C:10]3[C:20]([CH3:19])=[C:21]([CH3:22])[NH:14][C:9]=23)=[CH:4][CH:3]=1, predict the reactants needed to synthesize it. The reactants are: [F:1][C:2]1[CH:18]=[CH:17][C:5]([CH2:6][O:7][C:8]2[CH:13]=[CH:12][N:11]=[CH:10][C:9]=2[N+:14]([O-])=O)=[CH:4][CH:3]=1.[CH3:19][C:20]([Mg]Br)=[CH:21][CH3:22].[Cl-].[NH4+]. (2) The reactants are: [O:1]1[CH:5]=[CH:4][C:3]([C@H:6]([C:23]2[CH:28]=[CH:27][C:26]([O:29][CH2:30][C:31]3[S:32][C:33]([C:36]4[CH:41]=[CH:40][C:39]([C:42]([F:45])([F:44])[F:43])=[CH:38][CH:37]=4)=[CH:34][CH:35]=3)=[CH:25][CH:24]=2)[CH2:7][C:8](N2[C@@H](CC3C=CC=CC=3)COC2=O)=[O:9])=[N:2]1.OO.[Li+].[OH-].Cl.[C:51]([O-])([O-])=[O:52].[K+].[K+].IC. Given the product [O:1]1[CH:5]=[CH:4][C:3]([C@H:6]([C:23]2[CH:24]=[CH:25][C:26]([O:29][CH2:30][C:31]3[S:32][C:33]([C:36]4[CH:37]=[CH:38][C:39]([C:42]([F:45])([F:43])[F:44])=[CH:40][CH:41]=4)=[CH:34][CH:35]=3)=[CH:27][CH:28]=2)[CH2:7][C:8]([O:52][CH3:51])=[O:9])=[N:2]1, predict the reactants needed to synthesize it.